This data is from Catalyst prediction with 721,799 reactions and 888 catalyst types from USPTO. The task is: Predict which catalyst facilitates the given reaction. Reactant: [C:1]([C:3]1[CH:10]=[CH:9][C:6]([CH:7]=O)=[CH:5][CH:4]=1)#[N:2].Cl.[NH2:12][OH:13].CN1CCOCC1.O. Product: [C:1]([C:3]1[CH:10]=[CH:9][C:6]([CH:7]=[N:12][OH:13])=[CH:5][CH:4]=1)#[N:2]. The catalyst class is: 22.